Dataset: Reaction yield outcomes from USPTO patents with 853,638 reactions. Task: Predict the reaction yield, written as a fraction of the theoretical maximum amount of product (1.0 means a 100% yield; for example, 0.34 means a 34% yield). (1) The reactants are [CH3:1][S:2]([C:5]1[CH:10]=[C:9]([CH2:11][CH2:12][C:13]([O:15]C(C)(C)C)=[O:14])[CH:8]=[C:7]([C:20]2[S:21][C:22]3[CH:30]=[CH:29][CH:28]=[CH:27][C:23]=3[C:24](=[O:26])[N:25]=2)[N:6]=1)(=[O:4])=[O:3].C(OC(C)C)(C)C. The catalyst is FC(F)(F)C(O)=O. The product is [CH3:1][S:2]([C:5]1[CH:10]=[C:9]([CH2:11][CH2:12][C:13]([OH:15])=[O:14])[CH:8]=[C:7]([C:20]2[S:21][C:22]3[CH:30]=[CH:29][CH:28]=[CH:27][C:23]=3[C:24](=[O:26])[N:25]=2)[N:6]=1)(=[O:4])=[O:3]. The yield is 0.630. (2) The reactants are [F:1][C:2]1[CH:13]=[C:12]([OH:14])[C:5]2[O:6][C:7]([CH3:11])([CH3:10])[O:8][CH2:9][C:4]=2[CH:3]=1.C(=O)([O-])[O-].[Cs+].[Cs+].[CH2:21](Br)[C:22]1[CH:27]=[CH:26][CH:25]=[CH:24][CH:23]=1.O. The catalyst is CN(C=O)C. The product is [F:1][C:2]1[CH:13]=[C:12]([O:14][CH2:21][C:22]2[CH:27]=[CH:26][CH:25]=[CH:24][CH:23]=2)[C:5]2[O:6][C:7]([CH3:11])([CH3:10])[O:8][CH2:9][C:4]=2[CH:3]=1. The yield is 0.740. (3) The reactants are [Cl:1][C:2]1[C:7]([CH:8]=[O:9])=[CH:6][N:5]=[C:4]2[NH:10][CH:11]=[CH:12][C:3]=12.[H-].[Na+].[CH3:15][C:16]1[CH:21]=[CH:20][C:19]([S:22](Cl)(=[O:24])=[O:23])=[CH:18][CH:17]=1. The yield is 0.870. The product is [Cl:1][C:2]1[C:7]([CH:8]=[O:9])=[CH:6][N:5]=[C:4]2[N:10]([S:22]([C:19]3[CH:20]=[CH:21][C:16]([CH3:15])=[CH:17][CH:18]=3)(=[O:24])=[O:23])[CH:11]=[CH:12][C:3]=12. The catalyst is CN(C=O)C. (4) The reactants are [Cl:1][C:2]1[CH:7]=[CH:6][C:5]([CH:8]([C:20]2[CH:25]=[CH:24][CH:23]=[CH:22][CH:21]=2)[NH:9][C:10](=[O:19])[CH2:11][C:12]2[CH:17]=[CH:16][C:15]([OH:18])=[CH:14][CH:13]=2)=[CH:4][CH:3]=1.[H-].[Na+].[CH2:28](Br)[C:29]1[CH:34]=[CH:33][CH:32]=[CH:31][CH:30]=1. The catalyst is CN(C=O)C. The product is [CH2:28]([O:18][C:15]1[CH:16]=[CH:17][C:12]([CH2:11][C:10]([NH:9][CH:8]([C:5]2[CH:6]=[CH:7][C:2]([Cl:1])=[CH:3][CH:4]=2)[C:20]2[CH:21]=[CH:22][CH:23]=[CH:24][CH:25]=2)=[O:19])=[CH:13][CH:14]=1)[C:29]1[CH:34]=[CH:33][CH:32]=[CH:31][CH:30]=1. The yield is 0.505. (5) The catalyst is CS(C)=O. The yield is 0.820. The reactants are [CH:1]([N:14]1[CH2:19][CH2:18][CH:17]([CH2:20][OH:21])[CH2:16][CH2:15]1)([C:8]1[CH:13]=[CH:12][CH:11]=[CH:10][CH:9]=1)[C:2]1[CH:7]=[CH:6][CH:5]=[CH:4][CH:3]=1.[Cl:22][C:23]1[C:24](F)=[CH:25][C:26]([F:36])=[C:27]([CH:35]=1)[C:28]([O:30]C(C)(C)C)=[O:29].C([O-])(C)(C)C.[K+]. The product is [CH:1]([N:14]1[CH2:19][CH2:18][CH:17]([CH2:20][O:21][C:24]2[C:23]([Cl:22])=[CH:35][C:27]([C:28]([OH:30])=[O:29])=[C:26]([F:36])[CH:25]=2)[CH2:16][CH2:15]1)([C:8]1[CH:13]=[CH:12][CH:11]=[CH:10][CH:9]=1)[C:2]1[CH:3]=[CH:4][CH:5]=[CH:6][CH:7]=1. (6) The reactants are [C:1]([S:5]([C:8]1[CH:9]=[C:10]2[C:15](=[CH:16][C:17]=1[O:18][CH3:19])[N:14]=[CH:13][CH:12]=[C:11]2[Cl:20])(=[O:7])=[O:6])([CH3:4])([CH3:3])[CH3:2].[NH2:21][C:22]1[C:26]([CH3:27])=[C:25]([C:28]([O:30][CH2:31][CH3:32])=[O:29])[NH:24][N:23]=1. The catalyst is CCO.Cl. The product is [ClH:20].[C:1]([S:5]([C:8]1[CH:9]=[C:10]2[C:15](=[CH:16][C:17]=1[O:18][CH3:19])[N:14]=[CH:13][CH:12]=[C:11]2[NH:21][C:22]1[C:26]([CH3:27])=[C:25]([C:28]([O:30][CH2:31][CH3:32])=[O:29])[NH:24][N:23]=1)(=[O:7])=[O:6])([CH3:4])([CH3:3])[CH3:2]. The yield is 0.910. (7) The reactants are Cl[C:2]1[C:3]2[S:11][C:10]3[CH:12]=[CH:13][CH:14]=[CH:15][C:9]=3[C:4]=2[N:5]=[C:6]([NH2:8])[N:7]=1.[CH3:16][N:17]1[CH2:22][CH2:21][NH:20][CH2:19][CH2:18]1. The catalyst is CCO. The product is [CH3:16][N:17]1[CH2:22][CH2:21][N:20]([C:2]2[C:3]3[S:11][C:10]4[CH:12]=[CH:13][CH:14]=[CH:15][C:9]=4[C:4]=3[N:5]=[C:6]([NH2:8])[N:7]=2)[CH2:19][CH2:18]1. The yield is 0.260. (8) The reactants are [C:1]([C:5]1[CH:21]=[CH:20][C:8]([CH2:9][C:10]2[O:14][N:13]=[C:12]([C:15]([O:17]CC)=O)[N:11]=2)=[CH:7][CH:6]=1)([CH3:4])([CH3:3])[CH3:2].Cl.[Cl:23][C:24]1[CH:25]=[C:26]2[C:30](=[CH:31][CH:32]=1)[NH:29][CH:28]=[C:27]2[CH2:33][CH2:34][NH2:35].CN(C(ON1N=NC2C=CC=NC1=2)=[N+](C)C)C.F[P-](F)(F)(F)(F)F.C(N(CC)C(C)C)(C)C. The catalyst is CO.CN(C=O)C. The product is [C:1]([C:5]1[CH:6]=[CH:7][C:8]([CH2:9][C:10]2[O:14][N:13]=[C:12]([C:15]([NH:35][CH2:34][CH2:33][C:27]3[C:26]4[C:30](=[CH:31][CH:32]=[C:24]([Cl:23])[CH:25]=4)[NH:29][CH:28]=3)=[O:17])[N:11]=2)=[CH:20][CH:21]=1)([CH3:2])([CH3:3])[CH3:4]. The yield is 0.220. (9) The catalyst is ClCCl. The product is [CH2:16]([O:15][C:14]1[N:13]=[N:12][C:11]([C:23]#[C:24][C:25]2[CH2:30][CH2:29][O:28][CH2:27][CH:26]=2)=[CH:10][C:9]=1[O:8][CH2:1][C:2]1[CH:3]=[CH:4][CH:5]=[CH:6][CH:7]=1)[C:17]1[CH:18]=[CH:19][CH:20]=[CH:21][CH:22]=1. The yield is 0.520. The reactants are [CH2:1]([O:8][C:9]1[CH:10]=[C:11]([C:23]#[C:24][C:25]2(O)[CH2:30][CH2:29][O:28][CH2:27][CH2:26]2)[N:12]=[N:13][C:14]=1[O:15][CH2:16][C:17]1[CH:22]=[CH:21][CH:20]=[CH:19][CH:18]=1)[C:2]1[CH:7]=[CH:6][CH:5]=[CH:4][CH:3]=1.C(N(CC)CC)C.CS(Cl)(=O)=O.O.